Dataset: NCI-60 drug combinations with 297,098 pairs across 59 cell lines. Task: Regression. Given two drug SMILES strings and cell line genomic features, predict the synergy score measuring deviation from expected non-interaction effect. (1) Drug 1: C1=CC=C(C=C1)NC(=O)CCCCCCC(=O)NO. Drug 2: C(CC(=O)O)C(=O)CN.Cl. Cell line: MDA-MB-435. Synergy scores: CSS=1.73, Synergy_ZIP=-4.67, Synergy_Bliss=-5.59, Synergy_Loewe=-7.28, Synergy_HSA=-7.10. (2) Drug 1: C(CC(=O)O)C(=O)CN.Cl. Drug 2: CCC1(C2=C(COC1=O)C(=O)N3CC4=CC5=C(C=CC(=C5CN(C)C)O)N=C4C3=C2)O.Cl. Cell line: A498. Synergy scores: CSS=26.7, Synergy_ZIP=-6.20, Synergy_Bliss=0.939, Synergy_Loewe=1.71, Synergy_HSA=1.84. (3) Drug 2: C1=CC(=CC=C1CCCC(=O)O)N(CCCl)CCCl. Drug 1: CCC1=CC2CC(C3=C(CN(C2)C1)C4=CC=CC=C4N3)(C5=C(C=C6C(=C5)C78CCN9C7C(C=CC9)(C(C(C8N6C)(C(=O)OC)O)OC(=O)C)CC)OC)C(=O)OC.C(C(C(=O)O)O)(C(=O)O)O. Cell line: BT-549. Synergy scores: CSS=45.5, Synergy_ZIP=-10.7, Synergy_Bliss=-9.36, Synergy_Loewe=-29.7, Synergy_HSA=-5.64. (4) Drug 1: CC12CCC3C(C1CCC2=O)CC(=C)C4=CC(=O)C=CC34C. Drug 2: CC1=C(N=C(N=C1N)C(CC(=O)N)NCC(C(=O)N)N)C(=O)NC(C(C2=CN=CN2)OC3C(C(C(C(O3)CO)O)O)OC4C(C(C(C(O4)CO)O)OC(=O)N)O)C(=O)NC(C)C(C(C)C(=O)NC(C(C)O)C(=O)NCCC5=NC(=CS5)C6=NC(=CS6)C(=O)NCCC[S+](C)C)O. Cell line: K-562. Synergy scores: CSS=56.8, Synergy_ZIP=1.93, Synergy_Bliss=-1.75, Synergy_Loewe=-5.61, Synergy_HSA=-5.43.